This data is from NCI-60 drug combinations with 297,098 pairs across 59 cell lines. The task is: Regression. Given two drug SMILES strings and cell line genomic features, predict the synergy score measuring deviation from expected non-interaction effect. (1) Drug 1: CC1=C(C=C(C=C1)NC(=O)C2=CC=C(C=C2)CN3CCN(CC3)C)NC4=NC=CC(=N4)C5=CN=CC=C5. Drug 2: C1CC(=O)NC(=O)C1N2C(=O)C3=CC=CC=C3C2=O. Cell line: MDA-MB-231. Synergy scores: CSS=3.05, Synergy_ZIP=3.55, Synergy_Bliss=-0.254, Synergy_Loewe=-2.28, Synergy_HSA=-1.04. (2) Drug 1: CC1=CC2C(CCC3(C2CCC3(C(=O)C)OC(=O)C)C)C4(C1=CC(=O)CC4)C. Drug 2: C1=CC(=CC=C1CCCC(=O)O)N(CCCl)CCCl. Cell line: HS 578T. Synergy scores: CSS=7.86, Synergy_ZIP=-2.43, Synergy_Bliss=0.434, Synergy_Loewe=-9.86, Synergy_HSA=-4.76. (3) Drug 1: CC1=C2C(C(=O)C3(C(CC4C(C3C(C(C2(C)C)(CC1OC(=O)C(C(C5=CC=CC=C5)NC(=O)C6=CC=CC=C6)O)O)OC(=O)C7=CC=CC=C7)(CO4)OC(=O)C)O)C)OC(=O)C. Drug 2: C(CC(=O)O)C(=O)CN.Cl. Cell line: UACC-257. Synergy scores: CSS=13.3, Synergy_ZIP=-8.34, Synergy_Bliss=-4.20, Synergy_Loewe=-4.67, Synergy_HSA=-2.62.